From a dataset of Forward reaction prediction with 1.9M reactions from USPTO patents (1976-2016). Predict the product of the given reaction. Given the reactants [Cl:1][C:2]1[CH:3]=[C:4]([C@@H:12]([CH2:25][CH:26]2[CH2:30][CH2:29][CH2:28][CH2:27]2)[C:13]([NH:15][C:16]2[CH:20]=[CH:19][N:18]([CH2:21][C:22](O)=[O:23])[N:17]=2)=[O:14])[CH:5]=[CH:6][C:7]=1[S:8]([CH3:11])(=[O:10])=[O:9].C(Cl)(=O)C(Cl)=O.[N:37]1[C:42](C)=CC=C[C:38]=1C.Cl.CNC, predict the reaction product. The product is: [Cl:1][C:2]1[CH:3]=[C:4]([C@@H:12]([CH2:25][CH:26]2[CH2:27][CH2:28][CH2:29][CH2:30]2)[C:13]([NH:15][C:16]2[CH:20]=[CH:19][N:18]([CH2:21][C:22](=[O:23])[N:37]([CH3:42])[CH3:38])[N:17]=2)=[O:14])[CH:5]=[CH:6][C:7]=1[S:8]([CH3:11])(=[O:9])=[O:10].